Predict the reactants needed to synthesize the given product. From a dataset of Full USPTO retrosynthesis dataset with 1.9M reactions from patents (1976-2016). (1) The reactants are: [C:1]([O:5][C:6](=[O:44])[NH:7][CH2:8][C:9]1[CH:14]=[C:13]([NH:15][CH:16]([C:32]2[CH:37]=[C:36]([O:38][CH3:39])[C:35]([O:40][CH3:41])=[CH:34][C:33]=2[F:42])[C:17]2[NH:21][C:20](=[O:22])[N:19]([C:23]3[CH:28]=[CH:27][CH:26]=[CH:25][C:24]=3[N+:29]([O-])=O)[N:18]=2)[CH:12]=[CH:11][C:10]=1[Br:43])([CH3:4])([CH3:3])[CH3:2]. Given the product [C:1]([O:5][C:6](=[O:44])[NH:7][CH2:8][C:9]1[CH:14]=[C:13]([NH:15][CH:16]([C:17]2[NH:21][C:20](=[O:22])[N:19]([C:23]3[CH:28]=[CH:27][CH:26]=[CH:25][C:24]=3[NH2:29])[N:18]=2)[C:32]2[CH:37]=[C:36]([O:38][CH3:39])[C:35]([O:40][CH3:41])=[CH:34][C:33]=2[F:42])[CH:12]=[CH:11][C:10]=1[Br:43])([CH3:4])([CH3:2])[CH3:3], predict the reactants needed to synthesize it. (2) Given the product [F:1][C:2]([F:7])([F:6])[C:3]([OH:5])=[O:4].[CH:8]1([CH:13]([N:17]2[CH:21]=[C:20]([C:22]3[C:23]4[CH:30]=[CH:29][NH:28][C:24]=4[N:25]=[CH:26][N:27]=3)[CH:19]=[N:18]2)[CH2:14][CH2:15][CH3:16])[CH2:12][CH2:11][CH2:10][CH2:9]1, predict the reactants needed to synthesize it. The reactants are: [F:1][C:2]([F:7])([F:6])[C:3]([OH:5])=[O:4].[CH:8]1([CH:13]([N:17]2[CH:21]=[C:20]([C:22]3[C:23]4[CH:30]=[CH:29][NH:28][C:24]=4[N:25]=[CH:26][N:27]=3)[CH:19]=[N:18]2)[CH2:14][C:15]#[CH:16])[CH2:12][CH2:11][CH2:10][CH2:9]1.[H][H]. (3) Given the product [C:13]([O:12][C:11]([N:10]([CH2:18][C:19]1([C:23]2[C:28]([F:29])=[CH:27][CH:26]=[CH:25][N:24]=2)[CH2:22][CH2:21][CH2:20]1)[C:7]1[N:8]=[N:9][C:4]([C:1]2[NH:46][N:45]=[C:34]([C:35]([O:37][CH2:38][CH3:39])=[O:36])[CH:2]=2)=[CH:5][CH:6]=1)=[O:17])([CH3:15])([CH3:16])[CH3:14], predict the reactants needed to synthesize it. The reactants are: [C:1]([C:4]1[N:9]=[N:8][C:7]([N:10]([CH2:18][C:19]2([C:23]3[C:28]([F:29])=[CH:27][CH:26]=[CH:25][N:24]=3)[CH2:22][CH2:21][CH2:20]2)[C:11](=[O:17])[O:12][C:13]([CH3:16])([CH3:15])[CH3:14])=[CH:6][CH:5]=1)(=O)[CH3:2].CC[O-].[Na+].[C:34](OCC)(=O)[C:35]([O:37][CH2:38][CH3:39])=[O:36].Cl.[NH2:45][NH2:46]. (4) The reactants are: Br[C:2]1[CH:7]=[CH:6][CH:5]=[C:4]([Br:8])[N:3]=1.C1(P(C2C=CC=CC=2)C2C=CC=CC=2)C=CC=CC=1.C(=O)([O-])[O-].[K+].[K+].[Cl:34][C:35]1[CH:42]=[C:41]([Cl:43])[CH:40]=[CH:39][C:36]=1[CH2:37][NH2:38]. Given the product [Br:8][C:4]1[N:3]=[C:2]([NH:38][CH2:37][C:36]2[CH:39]=[CH:40][C:41]([Cl:43])=[CH:42][C:35]=2[Cl:34])[CH:7]=[CH:6][CH:5]=1, predict the reactants needed to synthesize it. (5) Given the product [CH3:45][C:46]1([CH3:60])[CH2:51][C:50]([CH2:53][N:54]=[C:55]=[O:56])([CH3:52])[CH2:49][CH:48]([N:57]=[C:58]=[O:59])[CH2:47]1.[CH3:1]/[CH:2]=[CH:3]/[CH:4]=[CH:5]/[CH2:6][OH:7], predict the reactants needed to synthesize it. The reactants are: [CH3:1]/[CH:2]=[CH:3]/[CH:4]=[CH:5]/[CH2:6][OH:7].C([O-])(=O)CCCCCCCCCCC.C([O-])(=O)CCCCCCCCCCC.C([Sn+2]CCCC)CCC.[CH3:45][C:46]1([CH3:60])[CH2:51][C:50]([CH2:53][N:54]=[C:55]=[O:56])([CH3:52])[CH2:49][CH:48]([N:57]=[C:58]=[O:59])[CH2:47]1. (6) Given the product [Cl:1][C:2]1[CH:20]=[C:19]([O:21][CH3:22])[C:18]([O:23][CH2:24][C:25]2[C:30]([O:31][CH3:32])=[CH:29][CH:28]=[C:27]([F:33])[C:26]=2[F:34])=[CH:17][C:3]=1[NH:4][C:5]1[C:10]([N+:11]([O-:13])=[O:12])=[C:9]([O:14][CH3:15])[N:8]=[C:7]([CH:36]([C:37]([O:39][CH2:40][CH3:41])=[O:38])[C:35]([O:43][CH2:44][CH3:45])=[O:42])[N:6]=1, predict the reactants needed to synthesize it. The reactants are: [Cl:1][C:2]1[CH:20]=[C:19]([O:21][CH3:22])[C:18]([O:23][CH2:24][C:25]2[C:30]([O:31][CH3:32])=[CH:29][CH:28]=[C:27]([F:33])[C:26]=2[F:34])=[CH:17][C:3]=1[NH:4][C:5]1[C:10]([N+:11]([O-:13])=[O:12])=[C:9]([O:14][CH3:15])[N:8]=[C:7](Cl)[N:6]=1.[C:35]([O:43][CH2:44][CH3:45])(=[O:42])[CH2:36][C:37]([O:39][CH2:40][CH3:41])=[O:38].C(=O)([O-])[O-].[Cs+].[Cs+].Cl. (7) Given the product [NH2:28][C:24]1[CH:23]=[C:22]([C:2]2[CH:10]=[CH:9][C:8]([C:11]([NH2:13])=[O:12])=[C:7]3[C:3]=2[CH:4]=[N:5][NH:6]3)[CH:27]=[CH:26][CH:25]=1.[F:46][C:45]([F:48])([F:47])[C:43]([OH:49])=[O:44], predict the reactants needed to synthesize it. The reactants are: Cl[C:2]1[CH:10]=[CH:9][C:8]([C:11]([NH2:13])=[O:12])=[C:7]2[C:3]=1[CH:4]=[N:5][NH:6]2.CC1(C)C(C)(C)OB([C:22]2[CH:23]=[C:24]([NH:28]C(=O)OC(C)(C)C)[CH:25]=[CH:26][CH:27]=2)O1.C(=O)([O-])[O-].[Cs+].[Cs+].[C:43]([OH:49])([C:45]([F:48])([F:47])[F:46])=[O:44].